From a dataset of Forward reaction prediction with 1.9M reactions from USPTO patents (1976-2016). Predict the product of the given reaction. (1) Given the reactants [CH:1]1([C:4]([N:6]2[CH2:9][CH:8]([CH2:10][C:11]([O:13]CC)=O)[CH2:7]2)=[O:5])[CH2:3][CH2:2]1.O.[NH2:17][NH2:18], predict the reaction product. The product is: [CH:1]1([C:4]([N:6]2[CH2:9][CH:8]([CH2:10][C:11]([NH:17][NH2:18])=[O:13])[CH2:7]2)=[O:5])[CH2:3][CH2:2]1. (2) Given the reactants Cl[CH2:2][C:3](Cl)=[O:4].[NH2:6][C:7]([C:21]1[CH:26]=[CH:25][CH:24]=[C:23]([Br:27])[CH:22]=1)([C:10]1[CH:15]=[CH:14][C:13]([O:16][CH:17]([F:19])[F:18])=[C:12]([CH3:20])[CH:11]=1)[CH2:8][OH:9].C(N(CC)CC)C.C([O-])(C)(C)C.[K+], predict the reaction product. The product is: [Br:27][C:23]1[CH:22]=[C:21]([C:7]2([C:10]3[CH:15]=[CH:14][C:13]([O:16][CH:17]([F:18])[F:19])=[C:12]([CH3:20])[CH:11]=3)[NH:6][C:3](=[O:4])[CH2:2][O:9][CH2:8]2)[CH:26]=[CH:25][CH:24]=1. (3) The product is: [CH3:34][CH:33]1[C:13]2=[C:14]3[C:18](=[CH:19][CH:20]=[C:12]2[OH:11])[N:17]([S:21]([C:24]2[CH:29]=[CH:28][CH:27]=[CH:26][CH:25]=2)(=[O:23])=[O:22])[CH:16]=[C:15]3[CH2:30][CH2:31][NH:32]1. Given the reactants C(Cl)Cl.C(O)(C(F)(F)F)=O.[OH:11][C:12]1[CH:20]=[CH:19][C:18]2[N:17]([S:21]([C:24]3[CH:29]=[CH:28][CH:27]=[CH:26][CH:25]=3)(=[O:23])=[O:22])[CH:16]=[C:15]3[CH2:30][CH2:31][N:32](C(OC(C)(C)C)=O)[CH:33]([CH3:34])[C:13]=1[C:14]=23, predict the reaction product. (4) Given the reactants Cl.[Cl:2][C:3]1[CH:8]=[C:7]([O:9][C:10]2[C:11]([CH3:31])=[N:12][C:13]([NH:16][N:17]=C(C3C=CC=CC=3)C3C=CC=CC=3)=[CH:14][CH:15]=2)[CH:6]=[CH:5][N:4]=1, predict the reaction product. The product is: [Cl:2][C:3]1[CH:8]=[C:7]([O:9][C:10]2[C:11]([CH3:31])=[N:12][C:13]([NH:16][NH2:17])=[CH:14][CH:15]=2)[CH:6]=[CH:5][N:4]=1. (5) Given the reactants [I:1][C:2]1[NH:6][N:5]=[CH:4][C:3]=1[C:7]1[CH:12]=[CH:11][N:10]=[C:9]([S:13][CH3:14])[N:8]=1.[CH2:15]1[CH2:20][O:19][CH:18]=[CH:17][CH2:16]1.CC1C=CC(S(O)(=O)=O)=CC=1.O, predict the reaction product. The product is: [I:1][C:2]1[N:6]([CH:18]2[CH2:17][CH2:16][CH2:15][CH2:20][O:19]2)[N:5]=[CH:4][C:3]=1[C:7]1[CH:12]=[CH:11][N:10]=[C:9]([S:13][CH3:14])[N:8]=1. (6) Given the reactants [Cl:1][CH:2]([O:6][C:7]([NH:9][CH2:10][C:11]1([CH2:17][C:18]([OH:20])=[O:19])[CH2:16][CH2:15][CH2:14][CH2:13][CH2:12]1)=[O:8])[CH:3]([CH3:5])[CH3:4].[CH:21]1C=CC=CC=1.C[Si](C=[N+]=[N-])(C)C, predict the reaction product. The product is: [Cl:1][CH:2]([O:6][C:7]([NH:9][CH2:10][C:11]1([CH2:17][C:18]([O:20][CH3:21])=[O:19])[CH2:12][CH2:13][CH2:14][CH2:15][CH2:16]1)=[O:8])[CH:3]([CH3:4])[CH3:5]. (7) Given the reactants [CH3:1][O:2][CH2:3][CH2:4][O:5][CH2:6][CH2:7][O:8][CH2:9]CO, predict the reaction product. The product is: [CH3:1][O:2][CH2:3][CH2:4][O:5][CH2:6][CH2:7][O:8][CH3:9]. (8) Given the reactants [C:1]1(C)C=CC=CC=1.N1CCCCC1.[C:14]12([C:24]3[CH:25]=[C:26]([C:32]4[CH:33]=[C:34]5[C:39](=[CH:40][CH:41]=4)[CH:38]=[C:37](C=O)[CH:36]=[CH:35]5)[CH:27]=[CH:28][C:29]=3[O:30][CH3:31])[CH2:23][CH:18]3[CH2:19][CH:20]([CH2:22][CH:16]([CH2:17]3)[CH2:15]1)[CH2:21]2.[S:44]1[CH2:48][C:47](=[O:49])[NH:46][C:45]1=[O:50], predict the reaction product. The product is: [C:14]12([C:24]3[CH:25]=[C:26]([C:32]4[CH:33]=[C:34]5[C:39](=[CH:40][CH:41]=4)[CH:38]=[C:37]([N:46]4[C:47](=[O:49])[C:48](=[CH2:1])[S:44][C:45]4=[O:50])[CH:36]=[CH:35]5)[CH:27]=[CH:28][C:29]=3[O:30][CH3:31])[CH2:23][CH:18]3[CH2:19][CH:20]([CH2:22][CH:16]([CH2:17]3)[CH2:15]1)[CH2:21]2.